The task is: Predict the reaction yield, written as a fraction of the theoretical maximum amount of product (1.0 means a 100% yield; for example, 0.34 means a 34% yield).. This data is from Reaction yield outcomes from USPTO patents with 853,638 reactions. (1) The reactants are Br[C:2]1[CH:3]=[C:4]2[C:9](=[CH:10][CH:11]=1)[C:8](=[O:12])[NH:7][C:6](=[O:13])/[C:5]/2=[CH:14]\[NH:15][C:16]1[CH:21]=[CH:20][C:19]([N:22]2[CH2:27][C@H:26]([CH3:28])[N:25]([CH3:29])[C@H:24]([CH3:30])[CH2:23]2)=[CH:18][CH:17]=1.[O:31]1[CH:35]=[CH:34][C:33](B(O)O)=[CH:32]1.C(P(C(C)(C)C)C1C=CC=CC=1C1C=CC=CC=1)(C)(C)C.C(=O)([O-])[O-].[Na+].[Na+]. The catalyst is CN(C=O)C. The product is [O:31]1[CH:35]=[CH:34][C:33]([C:2]2[CH:3]=[C:4]3[C:9](=[CH:10][CH:11]=2)[C:8](=[O:12])[NH:7][C:6](=[O:13])/[C:5]/3=[CH:14]\[NH:15][C:16]2[CH:21]=[CH:20][C:19]([N:22]3[CH2:27][C@H:26]([CH3:28])[N:25]([CH3:29])[C@H:24]([CH3:30])[CH2:23]3)=[CH:18][CH:17]=2)=[CH:32]1. The yield is 0.438. (2) The reactants are [C:1]12([C:11]([NH:13][NH2:14])=[O:12])[CH2:10][CH:5]3[CH2:6][CH:7]([CH2:9][CH:3]([CH2:4]3)[CH2:2]1)[CH2:8]2.[CH3:15][C:16](=O)[CH2:17][C:18](=[O:20])[CH3:19]. The catalyst is C(O)C. The product is [CH3:15][C:16](=[N:14][NH:13][C:11]([C:1]12[CH2:10][CH:5]3[CH2:4][CH:3]([CH2:9][CH:7]([CH2:6]3)[CH2:8]1)[CH2:2]2)=[O:12])[CH2:17][C:18](=[O:20])[CH3:19]. The yield is 0.650. (3) The reactants are [OH:1][CH2:2][C:3]1([CH2:16][OH:17])[C:15]2[CH:14]=[CH:13][CH:12]=[CH:11][C:10]=2[C:9]2[C:4]1=[CH:5][CH:6]=[CH:7][CH:8]=2.N1C=CC=CC=1.[C:24](Cl)(=[O:31])[C:25]1[CH:30]=[CH:29][CH:28]=[CH:27][CH:26]=1.[C:33](Cl)(=[O:36])[CH2:34][CH3:35]. The catalyst is O.O1CCCC1. The product is [C:24]([O:1][CH2:2][C:3]1([CH2:16][O:17][C:33](=[O:36])[CH2:34][CH3:35])[C:15]2[CH:14]=[CH:13][CH:12]=[CH:11][C:10]=2[C:9]2[C:4]1=[CH:5][CH:6]=[CH:7][CH:8]=2)(=[O:31])[C:25]1[CH:30]=[CH:29][CH:28]=[CH:27][CH:26]=1. The yield is 0.790. (4) The reactants are [OH-].[Na+].[CH3:3][O:4][C:5]1[C:10]([C:11](=[O:13])[CH3:12])=[C:9]([O:14][CH2:15][O:16][CH3:17])[C:8]([CH2:18][CH:19]=[C:20]([CH3:22])[CH3:21])=[C:7]([O:23][CH2:24][O:25][CH3:26])[CH:6]=1.[Cl:27][C:28]1[CH:29]=[C:30]([CH:33]=[CH:34][C:35]=1[Cl:36])[CH:31]=O. The catalyst is CO. The product is [Cl:27][C:28]1[CH:29]=[C:30](/[CH:31]=[CH:12]/[C:11]([C:10]2[C:5]([O:4][CH3:3])=[CH:6][C:7]([O:23][CH2:24][O:25][CH3:26])=[C:8]([CH2:18][CH:19]=[C:20]([CH3:21])[CH3:22])[C:9]=2[O:14][CH2:15][O:16][CH3:17])=[O:13])[CH:33]=[CH:34][C:35]=1[Cl:36]. The yield is 0.620. (5) The reactants are [S:1]1[C:5]2[CH:6]=[CH:7][CH:8]=[CH:9][C:4]=2[C:3]([CH2:10][CH2:11][CH2:12][NH:13][CH:14]2[CH2:23][C:22]3[C:17](=[CH:18][CH:19]=[CH:20][C:21]=3[O:24][CH3:25])[O:16][CH2:15]2)=[CH:2]1.[CH:26](=O)[CH3:27].C(O)(=O)C.C([BH3-])#N.[Na+]. The yield is 0.680. The product is [S:1]1[C:5]2[CH:6]=[CH:7][CH:8]=[CH:9][C:4]=2[C:3]([CH2:10][CH2:11][CH2:12][N:13]([CH2:26][CH3:27])[CH:14]2[CH2:23][C:22]3[C:17](=[CH:18][CH:19]=[CH:20][C:21]=3[O:24][CH3:25])[O:16][CH2:15]2)=[CH:2]1. The catalyst is CO.CCCCCC.CCOC(C)=O.